This data is from NCI-60 drug combinations with 297,098 pairs across 59 cell lines. The task is: Regression. Given two drug SMILES strings and cell line genomic features, predict the synergy score measuring deviation from expected non-interaction effect. Drug 1: C1CCN(CC1)CCOC2=CC=C(C=C2)C(=O)C3=C(SC4=C3C=CC(=C4)O)C5=CC=C(C=C5)O. Drug 2: C(CN)CNCCSP(=O)(O)O. Cell line: RPMI-8226. Synergy scores: CSS=34.3, Synergy_ZIP=18.7, Synergy_Bliss=21.4, Synergy_Loewe=11.1, Synergy_HSA=13.3.